From a dataset of Full USPTO retrosynthesis dataset with 1.9M reactions from patents (1976-2016). Predict the reactants needed to synthesize the given product. (1) Given the product [CH:1]12[CH2:10][CH:5]3[CH2:6][CH:7]([CH2:9][CH:3]([CH2:4]3)[CH:2]1[NH:11][C:12]([C:14]1[CH:15]=[N:16][N:17]([C:20]([CH3:23])([CH3:22])[CH3:21])[C:18]=1[N:24]1[CH2:29][CH2:28][CH:27]([OH:30])[CH2:26][CH2:25]1)=[O:13])[CH2:8]2, predict the reactants needed to synthesize it. The reactants are: [CH:1]12[CH2:10][CH:5]3[CH2:6][CH:7]([CH2:9][CH:3]([CH2:4]3)[CH:2]1[NH:11][C:12]([C:14]1[CH:15]=[N:16][N:17]([C:20]([CH3:23])([CH3:22])[CH3:21])[C:18]=1Cl)=[O:13])[CH2:8]2.[NH:24]1[CH2:29][CH2:28][CH:27]([OH:30])[CH2:26][CH2:25]1. (2) Given the product [C:1]1([S:7]([N:10]2[C:14]3=[N:15][CH:16]=[C:17]([N:19]4[CH2:24][CH2:23][O:22][CH2:21][CH2:20]4)[CH:18]=[C:13]3[C:12]([C:48]3[CH:47]=[N:46][N:45]([C:26]([C:33]4[CH:38]=[CH:37][CH:36]=[CH:35][CH:34]=4)([C:27]4[CH:28]=[CH:29][CH:30]=[CH:31][CH:32]=4)[C:39]4[CH:44]=[CH:43][CH:42]=[CH:41][CH:40]=4)[CH:49]=3)=[CH:11]2)(=[O:9])=[O:8])[CH:6]=[CH:5][CH:4]=[CH:3][CH:2]=1, predict the reactants needed to synthesize it. The reactants are: [C:1]1([S:7]([N:10]2[C:14]3=[N:15][CH:16]=[C:17]([N:19]4[CH2:24][CH2:23][O:22][CH2:21][CH2:20]4)[CH:18]=[C:13]3[C:12](I)=[CH:11]2)(=[O:9])=[O:8])[CH:6]=[CH:5][CH:4]=[CH:3][CH:2]=1.[C:26]([N:45]1[CH:49]=[C:48](B(O)O)[CH:47]=[N:46]1)([C:39]1[CH:44]=[CH:43][CH:42]=[CH:41][CH:40]=1)([C:33]1[CH:38]=[CH:37][CH:36]=[CH:35][CH:34]=1)[C:27]1[CH:32]=[CH:31][CH:30]=[CH:29][CH:28]=1.[Li+].[Cl-].C([O-])([O-])=O.[Na+].[Na+]. (3) Given the product [CH3:37][N:34]1[CH2:33][CH2:32][CH:31]([NH:30][C:28](=[O:29])[C:24]2[CH:23]=[C:22]([O:21][C:18]3[CH:19]=[N:20][C:15]([NH:14][C:9]([NH:5][C:3](=[O:4])[C:2]([CH3:7])([CH3:6])[CH3:1])=[O:10])=[CH:16][CH:17]=3)[CH:27]=[CH:26][N:25]=2)[CH2:36][CH2:35]1, predict the reactants needed to synthesize it. The reactants are: [CH3:1][C:2]([CH3:7])([CH3:6])[C:3]([NH2:5])=[O:4].C(Cl)(=O)[C:9](Cl)=[O:10].[NH2:14][C:15]1[N:20]=[CH:19][C:18]([O:21][C:22]2[CH:27]=[CH:26][N:25]=[C:24]([C:28]([NH:30][CH:31]3[CH2:36][CH2:35][N:34]([CH3:37])[CH2:33][CH2:32]3)=[O:29])[CH:23]=2)=[CH:17][CH:16]=1.CCN(C(C)C)C(C)C.